This data is from Forward reaction prediction with 1.9M reactions from USPTO patents (1976-2016). The task is: Predict the product of the given reaction. (1) Given the reactants CC([NH:9][S:10](/[CH:13]=[CH:14]/[C:15]1[CH:16]=[N:17][CH:18]=[CH:19][CH:20]=1)(=[O:12])=[O:11])(C)CC(C)(C)C.FC(F)(F)C(O)=O, predict the reaction product. The product is: [N:17]1[CH:18]=[CH:19][CH:20]=[C:15](/[CH:14]=[CH:13]/[S:10]([NH2:9])(=[O:11])=[O:12])[CH:16]=1. (2) Given the reactants [C:1]([CH2:3][C:4]1([N:10]2[CH2:13][CH:12]([CH2:14][N:15]([C@@H:22]3[CH2:24][C@H:23]3[C:25]3[CH:30]=[CH:29][CH:28]=[CH:27][CH:26]=3)C(=[O:21])C(F)(F)F)[CH2:11]2)[CH2:9][CH2:8][NH:7][CH2:6][CH2:5]1)#[N:2].CC[N:33](C(C)C)C(C)C.C(O[C:44](=[O:46])[CH3:45])(=[O:42])C.[OH-].[Na+], predict the reaction product. The product is: [C:1](#[N:2])[CH3:3].[OH2:21].[NH4+:33].[OH-:42].[C:44]([N:7]1[CH2:8][CH2:9][C:4]([CH2:3][C:1]#[N:2])([N:10]2[CH2:11][CH:12]([CH2:14][NH:15][C@@H:22]3[CH2:24][C@H:23]3[C:25]3[CH:30]=[CH:29][CH:28]=[CH:27][CH:26]=3)[CH2:13]2)[CH2:5][CH2:6]1)(=[O:46])[CH3:45].